Predict the reactants needed to synthesize the given product. From a dataset of Full USPTO retrosynthesis dataset with 1.9M reactions from patents (1976-2016). (1) Given the product [Cl:1][C:2]1[CH:7]=[CH:6][C:5]([CH2:8][CH2:9][C:10]([O:12][CH3:13])=[O:11])=[CH:4][C:3]=1[C:14]([NH:16][CH2:17][C:18]12[CH2:19][CH:20]3[CH2:21][CH:22]([CH2:23][CH:24]([CH2:26]3)[CH2:25]1)[CH2:27]2)=[O:15], predict the reactants needed to synthesize it. The reactants are: [Cl:1][C:2]1[CH:7]=[CH:6][C:5](/[CH:8]=[CH:9]/[C:10]([O:12][CH3:13])=[O:11])=[CH:4][C:3]=1[C:14]([NH:16][CH2:17][C:18]12[CH2:27][CH:22]3[CH2:23][CH:24]([CH2:26][CH:20]([CH2:21]3)[CH2:19]1)[CH2:25]2)=[O:15]. (2) Given the product [CH3:1][O:2][C:3]1[CH:4]=[C:5]2[C:10](=[CH:11][C:12]=1[O:13][CH3:14])[N:9]=[CH:8][CH:7]=[C:6]2[O:15][C:16]1[CH:28]=[CH:27][C:19]2[C:20]([C:23]([OH:25])=[O:24])=[CH:21][O:22][C:18]=2[CH:17]=1, predict the reactants needed to synthesize it. The reactants are: [CH3:1][O:2][C:3]1[CH:4]=[C:5]2[C:10](=[CH:11][C:12]=1[O:13][CH3:14])[N:9]=[CH:8][CH:7]=[C:6]2[O:15][C:16]1[CH:28]=[CH:27][C:19]2[C:20]([C:23]([O:25]C)=[O:24])=[CH:21][O:22][C:18]=2[CH:17]=1.[OH-].[Na+]. (3) The reactants are: [Cl:1][C:2]1[CH:7]=[CH:6][CH:5]=[CH:4][C:3]=1[C:8]1[N:9]([C:24]2[CH:29]=[CH:28][C:27]([Cl:30])=[CH:26][CH:25]=2)[C:10]2[C:15]([N:16]=1)=[C:14]([N:17]1[CH2:22][CH2:21][CH:20]([NH2:23])[CH2:19][CH2:18]1)[N:13]=[CH:12][N:11]=2.[S:31](N)([NH2:34])(=[O:33])=[O:32]. Given the product [Cl:1][C:2]1[CH:7]=[CH:6][CH:5]=[CH:4][C:3]=1[C:8]1[N:9]([C:24]2[CH:25]=[CH:26][C:27]([Cl:30])=[CH:28][CH:29]=2)[C:10]2[C:15]([N:16]=1)=[C:14]([N:17]1[CH2:22][CH2:21][CH:20]([NH:23][NH:34][SH:31](=[O:33])=[O:32])[CH2:19][CH2:18]1)[N:13]=[CH:12][N:11]=2, predict the reactants needed to synthesize it. (4) Given the product [Cl:1][C:2]1[CH:3]=[C:4]([NH:8][C:9]([N:11]2[CH2:16][CH2:15][C:14]3[NH:17][N:18]=[C:19]([C:20]([N:29]([CH3:30])[O:28][CH:25]4[CH2:26][CH2:27][O:23][CH2:24]4)=[O:21])[C:13]=3[CH2:12]2)=[O:10])[CH:5]=[CH:6][CH:7]=1, predict the reactants needed to synthesize it. The reactants are: [Cl:1][C:2]1[CH:3]=[C:4]([NH:8][C:9]([N:11]2[CH2:16][CH2:15][C:14]3[NH:17][N:18]=[C:19]([C:20](O)=[O:21])[C:13]=3[CH2:12]2)=[O:10])[CH:5]=[CH:6][CH:7]=1.[O:23]1[CH2:27][CH2:26][CH:25]([O:28][NH:29][CH3:30])[CH2:24]1.C(P1(=O)OP(CCC)(=O)OP(CCC)(=O)O1)CC. (5) Given the product [Cl:17][C:13]1[N:12]=[C:11]([NH:10][C@H:8]([C:4]2[CH:3]=[C:2]([NH:1][C:18]([NH:42][C:38]3[CH:39]=[N:40][CH:41]=[C:36]([CH3:35])[CH:37]=3)=[O:21])[CH:7]=[CH:6][CH:5]=2)[CH3:9])[CH:16]=[N:15][CH:14]=1, predict the reactants needed to synthesize it. The reactants are: [NH2:1][C:2]1[CH:3]=[C:4]([C@@H:8]([NH:10][C:11]2[CH:16]=[N:15][CH:14]=[C:13]([Cl:17])[N:12]=2)[CH3:9])[CH:5]=[CH:6][CH:7]=1.[C:18](=[O:21])([O-])O.[Na+].ClC(Cl)(OC(=O)OC(Cl)(Cl)Cl)Cl.[CH3:35][C:36]1[CH:37]=[C:38]([NH2:42])[CH:39]=[N:40][CH:41]=1. (6) Given the product [CH3:1][C:2]1[C:10]([B:11]2[O:15][C:14]([CH3:17])([CH3:16])[C:13]([CH3:19])([CH3:18])[O:12]2)=[CH:9][CH:8]=[CH:7][C:3]=1[C:4]([Cl:22])=[O:5], predict the reactants needed to synthesize it. The reactants are: [CH3:1][C:2]1[C:10]([B:11]2[O:15][C:14]([CH3:17])([CH3:16])[C:13]([CH3:19])([CH3:18])[O:12]2)=[CH:9][CH:8]=[CH:7][C:3]=1[C:4](O)=[O:5].S(Cl)([Cl:22])=O.